Binary Classification. Given a miRNA mature sequence and a target amino acid sequence, predict their likelihood of interaction. From a dataset of Experimentally validated miRNA-target interactions with 360,000+ pairs, plus equal number of negative samples. (1) The miRNA is mmu-miR-466o-3p with sequence UACAUACAUGCACACAUAAGAC. The protein sequence of the target gene is MKTKLSTCNVWSLLLVLLVWDPVRLVLANIQEDEAKNNITIFTRILDRLLDGYDNRLRPGLGDSITEVFTNIYVTSFGPVSDTDMEYTIDVFFRQKWKDERLKFKGPMNILRLNNLMASKIWTPDTFFHNGKKSVAHNMTMPNKLLRIQDDGTLLYTMRLTVQAECPMHLEDFPMDAHSCPLKFGSYAYTTSEVTYIWTYNASDSVQVAPDGSRLNQYDLLGQSIGKETIKSSTGEYTVMTAHFHLKRKIGYFVIQTYLPCIMTVILSQVSFWLNRESVPARTVFGVTTVLTMTTLSISA.... Result: 1 (interaction). (2) The miRNA is mmu-miR-466h-5p with sequence UGUGUGCAUGUGCUUGUGUGUA. The protein sequence of the target gene is MLGARAWLGRVLLLPRAGAGLAASRRGSSSRDKDRSATVSSSVPMPAGGKGSHPSSTPQRVPNRLIHEKSPYLLQHAYNPVDWYPWGQEAFDKARKENKPIFLSVGYSTCHWCHMMEEESFQNEEIGRLLSEDFVSVKVDREERPDVDKVYMTFVQATSSGGGWPMNVWLTPNLQPFVGGTYFPPEDGLTRVGFRTVLLRIREQWKQNKNTLLENSQRVTTALLARSEISVGDRQLPPSAATVNNRCFQQLDEGYDEEYGGFAEAPKFPTPVILSFLFSYWLSHRLTQDGSRAQQMALHT.... Result: 0 (no interaction).